From a dataset of Full USPTO retrosynthesis dataset with 1.9M reactions from patents (1976-2016). Predict the reactants needed to synthesize the given product. (1) Given the product [Cl:1][C:2]1[CH:7]=[CH:6][CH:5]=[CH:4][C:3]=1[N:8]1[C:16]([C:17]2[CH:22]=[CH:21][C:20]([Cl:23])=[CH:19][CH:18]=2)=[C:15]2[C:10]([C:11](=[O:24])[N:12]([CH2:31][C:32]([F:35])([F:34])[F:33])[CH:13]=[CH:14]2)=[N:9]1, predict the reactants needed to synthesize it. The reactants are: [Cl:1][C:2]1[CH:7]=[CH:6][CH:5]=[CH:4][C:3]=1[N:8]1[C:16]([C:17]2[CH:22]=[CH:21][C:20]([Cl:23])=[CH:19][CH:18]=2)=[C:15]2[C:10]([C:11]([OH:24])=[N:12][CH:13]=[CH:14]2)=[N:9]1.FC(F)(F)S(O[CH2:31][C:32]([F:35])([F:34])[F:33])(=O)=O. (2) Given the product [CH:1]([O:4][C:5]1[CH:10]=[CH:9][C:8]([S:11]([NH2:14])(=[O:13])=[O:12])=[CH:7][C:6]=1[NH:15][C:16]([NH:28][C:23]1[CH:24]=[CH:25][CH:26]=[C:27]2[C:22]=1[CH:21]=[CH:20][N:19]2[CH3:18])=[S:17])([CH3:3])[CH3:2], predict the reactants needed to synthesize it. The reactants are: [CH:1]([O:4][C:5]1[CH:10]=[CH:9][C:8]([S:11]([NH2:14])(=[O:13])=[O:12])=[CH:7][C:6]=1[N:15]=[C:16]=[S:17])([CH3:3])[CH3:2].[CH3:18][N:19]1[C:27]2[C:22](=[C:23]([NH2:28])[CH:24]=[CH:25][CH:26]=2)[CH:21]=[CH:20]1.COC1C=CN=CC=1NC(NC1C2N=CN(C)C=2C=CC=1)=S. (3) Given the product [O:27]=[C:25]([N:55]1[CH2:56][CH2:57][CH:58]([O:61][C:62]2[CH:67]=[CH:66][CH:65]=[C:64]([C:68]([F:69])([F:70])[F:71])[CH:63]=2)[CH2:59][CH2:60]1)[CH2:24][NH:23][C:21]([C:18]1[CH:17]=[C:16]([C:10]2[CH:11]=[CH:12][CH:13]=[CH:14][CH:15]=2)[NH:20][N:19]=1)=[O:22], predict the reactants needed to synthesize it. The reactants are: CCN(C(C)C)C(C)C.[C:10]1([C:16]2[NH:20][N:19]=[C:18]([C:21]([NH:23][CH2:24][C:25]([OH:27])=O)=[O:22])[CH:17]=2)[CH:15]=[CH:14][CH:13]=[CH:12][CH:11]=1.C1C=CC2N(O)N=NC=2C=1.CCN=C=NCCCN(C)C.Cl.Cl.NCC([N:55]1[CH2:60][CH2:59][CH:58]([O:61][C:62]2[CH:67]=[CH:66][CH:65]=[C:64]([C:68]([F:71])([F:70])[F:69])[CH:63]=2)[CH2:57][CH2:56]1)=O. (4) Given the product [CH3:1][NH:2][C:3]1[N:8]=[C:7]([C:9]2[N:13]([CH:14]3[CH2:15][CH2:16][NH:17][CH2:18][CH2:19]3)[CH:12]=[N:11][C:10]=2[C:27]2[CH:32]=[CH:31][CH:30]=[CH:29][CH:28]=2)[CH:6]=[CH:5][N:4]=1, predict the reactants needed to synthesize it. The reactants are: [CH3:1][NH:2][C:3]1[N:8]=[C:7]([C:9]2[N:13]([CH:14]3[CH2:19][CH2:18][N:17](C(OC(C)(C)C)=O)[CH2:16][CH2:15]3)[CH:12]=[N:11][C:10]=2[C:27]2[CH:32]=[CH:31][CH:30]=[CH:29][CH:28]=2)[CH:6]=[CH:5][N:4]=1.C1(C2N=CN(C3CCNCC3)C=2C2C=CN=CN=2)C=CC=CC=1. (5) Given the product [C:3]([O:7][C:8]([N:10]1[CH2:14][CH2:13][C@H:12]([O:15][CH3:17])[CH2:11]1)=[O:9])([CH3:6])([CH3:4])[CH3:5], predict the reactants needed to synthesize it. The reactants are: [H-].[Na+].[C:3]([O:7][C:8]([N:10]1[CH2:14][CH2:13][C@H:12]([OH:15])[CH2:11]1)=[O:9])([CH3:6])([CH3:5])[CH3:4].I[CH3:17].O. (6) Given the product [OH:10][CH2:9][C:7]1[CH:6]=[CH:5][N:4]=[C:3]([O:2][CH3:1])[CH:8]=1, predict the reactants needed to synthesize it. The reactants are: [CH3:1][O:2][C:3]1[CH:8]=[C:7]([C:9](OCC)=[O:10])[CH:6]=[CH:5][N:4]=1.[H-].[Al+3].[Li+].[H-].[H-].[H-].O. (7) Given the product [CH3:30][N:28]1[CH:29]=[C:25]([CH2:24][N:21]2[CH2:20][CH2:19][N:18]([C:13]3[C:12]([C:3]4[CH:4]=[CH:5][CH:6]=[CH:7][C:2]=4[F:1])=[N:17][CH:16]=[CH:15][N:14]=3)[CH2:23][CH2:22]2)[C:26]([CH3:31])=[N:27]1, predict the reactants needed to synthesize it. The reactants are: [F:1][C:2]1[CH:7]=[CH:6][CH:5]=[CH:4][C:3]=1B(O)O.Cl[C:12]1[C:13]([N:18]2[CH2:23][CH2:22][N:21]([CH2:24][C:25]3[C:26]([CH3:31])=[N:27][N:28]([CH3:30])[CH:29]=3)[CH2:20][CH2:19]2)=[N:14][CH:15]=[CH:16][N:17]=1.O.C(=O)([O-])[O-].[K+].[K+].